Predict the reaction yield, written as a fraction of the theoretical maximum amount of product (1.0 means a 100% yield; for example, 0.34 means a 34% yield). From a dataset of Reaction yield outcomes from USPTO patents with 853,638 reactions. (1) The reactants are [CH3:1][O:2][C:3]1[CH:4]=[C:5]([NH:11][C:12](SC)=[C:13]2[C:18](=[O:19])[O:17][C:16]([CH3:21])([CH3:20])[O:15][C:14]2=[O:22])[CH:6]=[CH:7][C:8]=1[O:9][CH3:10].[OH-].[NH4+:26]. The catalyst is C1COCC1.Cl[Hg]Cl. The product is [NH2:26][C:12]([NH:11][C:5]1[CH:6]=[CH:7][C:8]([O:9][CH3:10])=[C:3]([O:2][CH3:1])[CH:4]=1)=[C:13]1[C:18](=[O:19])[O:17][C:16]([CH3:21])([CH3:20])[O:15][C:14]1=[O:22]. The yield is 0.970. (2) The reactants are C[Si](C)(C)[N:3]([C@H:8]([B:13]1[O:17][C@@H:16]2[CH2:18][C@@H:19]3[CH2:22][C@H:21]([C@:15]2([CH3:25])[O:14]1)[C:20]3([CH3:24])[CH3:23])[CH2:9][CH:10]([CH3:12])[CH3:11])[Si](C)(C)C.[ClH:28]. The catalyst is O1CCOCC1.C(OCC)C. The product is [ClH:28].[CH3:25][C@:15]12[C@H:21]3[CH2:22][C@H:19]([C:20]3([CH3:23])[CH3:24])[CH2:18][C@H:16]1[O:17][B:13]([C@@H:8]([NH2:3])[CH2:9][CH:10]([CH3:12])[CH3:11])[O:14]2. The yield is 0.660. (3) The reactants are [CH3:1][C:2]1[N:7]=[CH:6][C:5]([NH2:8])=[C:4]([NH:9][C:10]2[CH:15]=[CH:14][CH:13]=[CH:12][N:11]=2)[CH:3]=1.C(O)(=O)C.[N:20](OC(C)(C)C)=O. The catalyst is C1COCC1. The product is [CH3:1][C:2]1[N:7]=[CH:6][C:5]2[N:8]=[N:20][N:9]([C:10]3[CH:15]=[CH:14][CH:13]=[CH:12][N:11]=3)[C:4]=2[CH:3]=1. The yield is 0.700. (4) The reactants are [CH3:1][O:2][CH2:3][CH2:4][O:5][C:6]1[CH:7]=[C:8]2[C:12](=[C:13]([N:15]([CH3:24])[S:16]([C:19]3[S:20][CH:21]=[CH:22][CH:23]=3)(=[O:18])=[O:17])[CH:14]=1)[NH:11][C:10]([C:25]1[S:26][CH:27]([CH2:30][C:31](O)=[O:32])[CH2:28][N:29]=1)=[CH:9]2.Cl.C[N:36](C)CCCN=C=NCC.CN(C)C=O. The catalyst is O. The product is [CH3:1][O:2][CH2:3][CH2:4][O:5][C:6]1[CH:7]=[C:8]2[C:12](=[C:13]([N:15]([CH3:24])[S:16]([C:19]3[S:20][CH:21]=[CH:22][CH:23]=3)(=[O:18])=[O:17])[CH:14]=1)[NH:11][C:10]([C:25]1[S:26][CH:27]([CH2:30][C:31]([NH2:36])=[O:32])[CH2:28][N:29]=1)=[CH:9]2. The yield is 0.500. (5) The reactants are C[O:2][C:3]1[CH:4]=[C:5]2[C:10](=[CH:11][CH:12]=1)[C:9]([CH3:17])([C:13]([F:16])([F:15])[F:14])[O:8][CH2:7][CH2:6]2.Br. The catalyst is CC(O)=O. The product is [OH:2][C:3]1[CH:4]=[C:5]2[C:10](=[CH:11][CH:12]=1)[C:9]([CH3:17])([C:13]([F:16])([F:14])[F:15])[O:8][CH2:7][CH2:6]2. The yield is 1.00.